From a dataset of Forward reaction prediction with 1.9M reactions from USPTO patents (1976-2016). Predict the product of the given reaction. (1) Given the reactants [C:1](Cl)(=[O:8])[C:2]1[CH:7]=[CH:6][CH:5]=[CH:4][CH:3]=1.C(N(CC)CC)C.[C:17]([O:25][C@:26]1([CH3:51])[C@H:31]([O:32][C:33](=[O:40])[C:34]2[CH:39]=[CH:38][CH:37]=[CH:36][CH:35]=2)[C@@H:30]([CH2:41][O:42][C:43](=[O:50])[C:44]2[CH:49]=[CH:48][CH:47]=[CH:46][CH:45]=2)[O:29][C@H:27]1[OH:28])(=[O:24])[C:18]1[CH:23]=[CH:22][CH:21]=[CH:20][CH:19]=1, predict the reaction product. The product is: [C:1]([O:28][C@@H:27]1[O:29][C@H:30]([CH2:41][O:42][C:43](=[O:50])[C:44]2[CH:45]=[CH:46][CH:47]=[CH:48][CH:49]=2)[C@@H:31]([O:32][C:33](=[O:40])[C:34]2[CH:39]=[CH:38][CH:37]=[CH:36][CH:35]=2)[C@@:26]1([CH3:51])[O:25][C:17](=[O:24])[C:18]1[CH:23]=[CH:22][CH:21]=[CH:20][CH:19]=1)(=[O:8])[C:2]1[CH:7]=[CH:6][CH:5]=[CH:4][CH:3]=1.[C:17]([O:25][C@:26]1([CH3:51])[C@H:31]([O:32][C:33](=[O:40])[C:34]2[CH:39]=[CH:38][CH:37]=[CH:36][CH:35]=2)[C@@H:30]([CH2:41][O:42][C:43](=[O:50])[C:44]2[CH:45]=[CH:46][CH:47]=[CH:48][CH:49]=2)[O:29][C@H:27]1[OH:28])(=[O:24])[C:18]1[CH:23]=[CH:22][CH:21]=[CH:20][CH:19]=1. (2) Given the reactants Cl.Cl[C:3]1[N:4]=[CH:5][C:6]2[N:11]=[N:10][N:9]([C:12]3[CH:13]=[C:14]4[C:19](=[CH:20][CH:21]=3)[N:18]=[CH:17][CH:16]=[CH:15]4)[C:7]=2[N:8]=1.[CH3:22][N:23]1[CH:27]=[C:26]([CH2:28][NH2:29])[CH:25]=[N:24]1, predict the reaction product. The product is: [CH3:22][N:23]1[CH:27]=[C:26]([CH2:28][NH:29][C:3]2[N:4]=[CH:5][C:6]3[N:11]=[N:10][N:9]([C:12]4[CH:13]=[C:14]5[C:19](=[CH:20][CH:21]=4)[N:18]=[CH:17][CH:16]=[CH:15]5)[C:7]=3[N:8]=2)[CH:25]=[N:24]1. (3) Given the reactants [F:1][C:2]1[CH:7]=[CH:6][CH:5]=[C:4]([N+:8]([O-])=O)[C:3]=1[CH2:11][C:12]([OH:14])=O, predict the reaction product. The product is: [F:1][C:2]1[CH:7]=[CH:6][CH:5]=[C:4]2[C:3]=1[CH2:11][C:12](=[O:14])[NH:8]2. (4) The product is: [CH3:1][C:2]1[C:3]([O:20][CH2:21][C:22]([F:25])([F:23])[F:24])=[CH:4][CH:5]=[N:6][C:7]=1[CH2:8][S+:9]([O-:19])[C:10]1[NH:18][C:17]2[CH:16]=[CH:15][CH:14]=[CH:13][C:12]=2[N:11]=1. Given the reactants [CH3:1][C:2]1[C:3]([O:20][CH2:21][C:22]([F:25])([F:24])[F:23])=[CH:4][CH:5]=[N:6][C:7]=1[CH2:8][S+:9]([O-:19])[C:10]1[NH:11][C:12]2[CH:13]=[CH:14][CH:15]=[CH:16][C:17]=2[N:18]=1.[Na].[OH-].[Na+], predict the reaction product.